From a dataset of NCI-60 drug combinations with 297,098 pairs across 59 cell lines. Regression. Given two drug SMILES strings and cell line genomic features, predict the synergy score measuring deviation from expected non-interaction effect. Drug 1: CS(=O)(=O)OCCCCOS(=O)(=O)C. Drug 2: CC(C)(C#N)C1=CC(=CC(=C1)CN2C=NC=N2)C(C)(C)C#N. Cell line: HOP-92. Synergy scores: CSS=1.79, Synergy_ZIP=-0.147, Synergy_Bliss=-0.559, Synergy_Loewe=1.01, Synergy_HSA=-0.678.